Dataset: Reaction yield outcomes from USPTO patents with 853,638 reactions. Task: Predict the reaction yield, written as a fraction of the theoretical maximum amount of product (1.0 means a 100% yield; for example, 0.34 means a 34% yield). (1) The reactants are C([O:8][C:9]1[N:10]=[N:11][C:12]([C:23]#[C:24][C:25]2[CH2:30][CH2:29][CH:28]([O:31][CH3:32])[CH2:27][CH:26]=2)=[CH:13][C:14]=1[O:15]CC1C=CC=CC=1)C1C=CC=CC=1. The catalyst is CO. The product is [OH:15][C:14]1[C:9](=[O:8])[NH:10][N:11]=[C:12]([CH2:23][CH2:24][CH:25]2[CH2:30][CH2:29][CH:28]([O:31][CH3:32])[CH2:27][CH2:26]2)[CH:13]=1. The yield is 0.260. (2) The reactants are O[CH2:2][C:3]1[CH:16]=[N:15][C:6]2[N:7]([CH:12]([CH3:14])[CH3:13])[CH2:8][C:9](=[O:11])[NH:10][C:5]=2[CH:4]=1.[I-].C(C[P+](C)(C)C)#N.CCN(C(C)C)C(C)C.Cl.[Cl:35][C:36]1[CH:41]=[CH:40][C:39]([N:42]2[CH2:47][CH2:46][NH:45][CH2:44][CH2:43]2)=[CH:38][CH:37]=1. The catalyst is C(#N)CC. The product is [Cl:35][C:36]1[CH:37]=[CH:38][C:39]([N:42]2[CH2:47][CH2:46][N:45]([CH2:2][C:3]3[CH:16]=[N:15][C:6]4[N:7]([CH:12]([CH3:14])[CH3:13])[CH2:8][C:9](=[O:11])[NH:10][C:5]=4[CH:4]=3)[CH2:44][CH2:43]2)=[CH:40][CH:41]=1. The yield is 0.260. (3) The reactants are [NH2:1][C:2]1[CH:6]=[CH:5][S:4][C:3]=1[C:7]([O:9][CH3:10])=[O:8].[Br:11]Br. The catalyst is C(O)(=O)C. The product is [NH2:1][C:2]1[C:6]([Br:11])=[CH:5][S:4][C:3]=1[C:7]([O:9][CH3:10])=[O:8]. The yield is 0.260.